From a dataset of Full USPTO retrosynthesis dataset with 1.9M reactions from patents (1976-2016). Predict the reactants needed to synthesize the given product. (1) Given the product [CH2:60]([Cl:61])[Cl:59].[CH3:6][OH:7].[NH4+:17].[OH-:3].[CH2:29]([O:28][CH2:27][CH2:26][CH2:25][N:21]1[CH2:22][CH2:23][NH:17][C@@H:18]([CH3:19])[C:20]1=[O:36])[C:30]1[CH:31]=[CH:32][CH:33]=[CH:34][CH:35]=1, predict the reactants needed to synthesize it. The reactants are: CS(C)=[O:3].C(Cl)(=O)[C:6](Cl)=[O:7].C(OC(=O)[NH:17][C@H:18]([C:20](=[O:36])[N:21]([CH2:25][CH2:26][CH2:27][O:28][CH2:29][C:30]1[CH:35]=[CH:34][CH:33]=[CH:32][CH:31]=1)[CH2:22][CH2:23]O)[CH3:19])(C)(C)C.C(N(CC)CC)C.C([SiH](CC)CC)C.FC(F)(F)C(O)=O.[Cl:59][CH2:60][Cl:61]. (2) Given the product [CH2:23]([CH:22]1[CH2:21][CH2:20][C:19](=[O:25])[CH:18]1[C:13]([O:15][CH3:16])=[O:14])[CH3:24], predict the reactants needed to synthesize it. The reactants are: C(OC)(=O)/C=C/CCC(OC)=O.[C:13]([CH:18]1[CH:22]([CH:23]=[CH2:24])[CH2:21][CH2:20][C:19]1=[O:25])([O:15][CH2:16]C)=[O:14].C(OC)(=O)C=C. (3) Given the product [Cl:1][C:2]1[CH:7]=[C:6]2[C:5]([C:8]([CH3:18])([CH3:19])[CH2:9][C:10]([OH:17])([C:13]([F:16])([F:15])[F:14])[CH:11]2[NH:22][C:23]2[CH:32]=[CH:31][CH:30]=[C:29]3[C:24]=2[CH:25]=[CH:26][C:27](=[O:33])[NH:28]3)=[C:4]([OH:20])[CH:3]=1, predict the reactants needed to synthesize it. The reactants are: [Cl:1][C:2]1[CH:7]=[CH:6][C:5]([C:8]([CH3:19])([CH3:18])[CH2:9][C:10]([OH:17])([C:13]([F:16])([F:15])[F:14])[CH:11]=O)=[C:4]([O:20]C)[CH:3]=1.[NH2:22][C:23]1[CH:32]=[CH:31][CH:30]=[C:29]2[C:24]=1[CH:25]=[CH:26][C:27](=[O:33])[NH:28]2.B(Br)(Br)Br. (4) Given the product [CH3:24][NH:23][S:20]([C:16]1[CH:17]=[CH:18][CH:19]=[C:14]([N:9]2[CH:10]=[CH:11][C:12](=[O:13])[C:7]([C:5]3[N:26]([C:28]4[CH:33]=[CH:32][N:31]=[C:30]([CH3:34])[CH:29]=4)[N:2]=[CH:3][CH:4]=3)=[N:8]2)[CH:15]=1)(=[O:22])=[O:21], predict the reactants needed to synthesize it. The reactants are: C[N:2](C)/[CH:3]=[CH:4]/[C:5]([C:7]1[C:12](=[O:13])[CH:11]=[CH:10][N:9]([C:14]2[CH:15]=[C:16]([S:20]([NH:23][CH3:24])(=[O:22])=[O:21])[CH:17]=[CH:18][CH:19]=2)[N:8]=1)=O.[NH:26]([C:28]1[CH:33]=[CH:32][N:31]=[C:30]([CH3:34])[CH:29]=1)N.